From a dataset of Full USPTO retrosynthesis dataset with 1.9M reactions from patents (1976-2016). Predict the reactants needed to synthesize the given product. (1) Given the product [Cl:1][C:2]1[N:7]=[C:6]2[CH:8]=[C:9]([CH3:10])[NH:11][C:5]2=[C:4]([NH2:12])[CH:3]=1, predict the reactants needed to synthesize it. The reactants are: [Cl:1][C:2]1[N:7]=[C:6]([C:8]#[C:9][CH3:10])[C:5]([NH2:11])=[C:4]([NH2:12])[CH:3]=1. (2) Given the product [CH3:2][C:1]1[N:26]([C:25]2[CH:27]=[CH:28][C:22]([O:21][C:20]([F:19])([F:29])[F:30])=[CH:23][CH:24]=2)[C:11]([C:12]2[CH:17]=[CH:16][CH:15]=[CH:14][CH:13]=2)=[CH:10][C:4]=1[C:5]([O:7][CH2:8][CH3:9])=[O:6], predict the reactants needed to synthesize it. The reactants are: [C:1]([CH:4]([CH2:10][C:11](=O)[C:12]1[CH:17]=[CH:16][CH:15]=[CH:14][CH:13]=1)[C:5]([O:7][CH2:8][CH3:9])=[O:6])(=O)[CH3:2].[F:19][C:20]([F:30])([F:29])[O:21][C:22]1[CH:28]=[CH:27][C:25]([NH2:26])=[CH:24][CH:23]=1. (3) Given the product [C:1]([OH:9])(=[O:8])[CH:2]([CH2:4][C:5]([OH:7])=[O:6])[OH:3].[C:1]([O-:9])(=[O:8])[CH:2]([CH2:4][C:5]([O-:7])=[O:6])[OH:3], predict the reactants needed to synthesize it. The reactants are: [C:1]([OH:9])(=[O:8])[CH:2]([CH2:4][C:5]([OH:7])=[O:6])[OH:3].